Dataset: Reaction yield outcomes from USPTO patents with 853,638 reactions. Task: Predict the reaction yield, written as a fraction of the theoretical maximum amount of product (1.0 means a 100% yield; for example, 0.34 means a 34% yield). (1) The reactants are [OH:1][C:2]1[CH:3]=[C:4]([CH2:8][C:9]([OH:11])=[O:10])[CH:5]=[CH:6][CH:7]=1.S(=O)(=O)(O)O.[CH3:17]O. No catalyst specified. The product is [CH3:17][O:10][C:9](=[O:11])[CH2:8][C:4]1[CH:5]=[CH:6][CH:7]=[C:2]([OH:1])[CH:3]=1. The yield is 0.960. (2) The reactants are [CH:1]([O:3][CH2:4][CH2:5][CH2:6][CH2:7][CH2:8][CH2:9][O:10][C:11]1[CH:19]=[CH:18][C:14]([C:15](O)=[O:16])=[CH:13][CH:12]=1)=[CH2:2].[OH:20][C:21]1[CH:85]=[CH:84][C:24]([CH2:25][NH:26][C:27]2[C:36]3[C:31](=[CH:32][CH:33]=[CH:34][CH:35]=3)[C:30](/[N:37]=[N:38]/[C:39]3[CH:83]=[CH:82][C:42]([C:43]([O:45][CH2:46][CH2:47][CH2:48][CH2:49][CH2:50][CH2:51][O:52][C:53](=[O:81])[C:54]4[CH:59]=[CH:58][C:57](/[N:60]=[N:61]/[C:62]5[C:71]6[C:66](=[CH:67][CH:68]=[CH:69][CH:70]=6)[C:65]([NH:72][CH2:73][C:74]6[CH:79]=[CH:78][C:77]([OH:80])=[CH:76][CH:75]=6)=[CH:64][CH:63]=5)=[CH:56][CH:55]=4)=[O:44])=[CH:41][CH:40]=3)=[CH:29][CH:28]=2)=[CH:23][CH:22]=1. The catalyst is C1COCC1.C(N(CC)CC)C.CN(C1C=CN=CC=1)C. The product is [CH:1]([O:3][CH2:4][CH2:5][CH2:6][CH2:7][CH2:8][CH2:9][O:10][C:11]1[CH:12]=[CH:13][C:14]([C:15]([O:20][C:21]2[CH:22]=[CH:23][C:24]([CH2:25][NH:26][C:27]3[C:36]4[C:31](=[CH:32][CH:33]=[CH:34][CH:35]=4)[C:30](/[N:37]=[N:38]/[C:39]4[CH:40]=[CH:41][C:42]([C:43]([O:45][CH2:46][CH2:47][CH2:48][CH2:49][CH2:50][CH2:51][O:52][C:53](=[O:81])[C:54]5[CH:59]=[CH:58][C:57](/[N:60]=[N:61]/[C:62]6[C:71]7[C:66](=[CH:67][CH:68]=[CH:69][CH:70]=7)[C:65]([NH:72][CH2:73][C:74]7[CH:75]=[CH:76][C:77]([O:80][C:15](=[O:16])[C:14]8[CH:18]=[CH:19][C:11]([O:10][CH2:9][CH2:8][CH2:7][CH2:6][CH2:5][CH2:4][O:3][CH:1]=[CH2:2])=[CH:12][CH:13]=8)=[CH:78][CH:79]=7)=[CH:64][CH:63]=6)=[CH:56][CH:55]=5)=[O:44])=[CH:82][CH:83]=4)=[CH:29][CH:28]=3)=[CH:84][CH:85]=2)=[O:16])=[CH:18][CH:19]=1)=[CH2:2]. The yield is 0.550. (3) The reactants are [Cl:1][C:2]1[CH:7]=[CH:6][C:5]([N:8]([C@H:12]2[C:21]3[C:16](=[CH:17][CH:18]=[CH:19][CH:20]=3)[N:15]([C:22](=[O:37])[C:23]3[CH:28]=[CH:27][C:26]([O:29][CH2:30][CH:31]4[CH2:36][CH2:35][NH:34][CH2:33][CH2:32]4)=[CH:25][CH:24]=3)[C@@H:14]([CH3:38])[CH2:13]2)[C:9](=[O:11])[CH3:10])=[CH:4][CH:3]=1.[CH:39](=O)[CH3:40].[BH-](OC(C)=O)(OC(C)=O)OC(C)=O.[Na+]. The catalyst is ClCCl. The product is [Cl:1][C:2]1[CH:7]=[CH:6][C:5]([N:8]([C@H:12]2[C:21]3[C:16](=[CH:17][CH:18]=[CH:19][CH:20]=3)[N:15]([C:22](=[O:37])[C:23]3[CH:28]=[CH:27][C:26]([O:29][CH2:30][CH:31]4[CH2:36][CH2:35][N:34]([CH2:39][CH3:40])[CH2:33][CH2:32]4)=[CH:25][CH:24]=3)[C@@H:14]([CH3:38])[CH2:13]2)[C:9](=[O:11])[CH3:10])=[CH:4][CH:3]=1. The yield is 0.550. (4) The reactants are C[O:2][C:3]([C:5]1([C:8]2[CH:9]=[C:10]3[C:15](=[CH:16][CH:17]=2)[O:14][CH2:13][CH2:12][CH2:11]3)[CH2:7][CH2:6]1)=[O:4].O[Li].[OH2:20].[CH3:21][OH:22]. The catalyst is O. The product is [OH:20][C:11]1([O:22][CH3:21])[C:10]2[C:15](=[CH:16][CH:17]=[C:8]([C:5]3([C:3]([OH:2])=[O:4])[CH2:7][CH2:6]3)[CH:9]=2)[O:14][CH2:13][CH2:12]1. The yield is 0.760. (5) The reactants are [CH3:1][C:2]1[CH:7]=[CH:6][C:5]([C:8]2[C:9]([C:14]#[N:15])=[CH:10][CH:11]=[CH:12][CH:13]=2)=[CH:4][CH:3]=1.[N-:16]=[N+:17]=[N-:18].[Na+].Cl. The catalyst is CN(C=O)C.[Cl-].[Zn+2].[Cl-]. The product is [CH3:1][C:2]1[CH:3]=[CH:4][C:5]([C:8]2[CH:13]=[CH:12][CH:11]=[CH:10][C:9]=2[C:14]2[NH:18][N:17]=[N:16][N:15]=2)=[CH:6][CH:7]=1. The yield is 0.540. (6) The reactants are [CH3:1][NH:2][CH2:3][CH2:4][OH:5].CCN(C(C)C)C(C)C.[C:15]([Si:19](Cl)([CH3:21])[CH3:20])([CH3:18])([CH3:17])[CH3:16].CCOCC.O. The catalyst is C(Cl)Cl. The product is [Si:19]([O:5][CH2:4][CH2:3][NH:2][CH3:1])([C:15]([CH3:18])([CH3:17])[CH3:16])([CH3:21])[CH3:20]. The yield is 0.560. (7) The reactants are N1C2C(=CC=C([C@H]3[C@@]4(C5C(=CC=CC=5)NC4=O)C3)C=2)C=N1.C([N:29]1[C:37]2[C:32](=[CH:33][C:34]([F:38])=[CH:35][CH:36]=2)[C@:31]2([CH2:40][C@H:39]2[C:41]2[CH:49]=[C:48]3[C:44]([CH:45]=[N:46][N:47]3CC3C=CC=CC=3)=[CH:43][CH:42]=2)[C:30]1=[O:57])C1C=CC=CC=1. No catalyst specified. The product is [F:38][C:34]1[CH:33]=[C:32]2[C:37](=[CH:36][CH:35]=1)[NH:29][C:30](=[O:57])[C@:31]12[CH2:40][C@H:39]1[C:41]1[CH:49]=[C:48]2[C:44]([CH:45]=[N:46][NH:47]2)=[CH:43][CH:42]=1. The yield is 0.520.